Dataset: Forward reaction prediction with 1.9M reactions from USPTO patents (1976-2016). Task: Predict the product of the given reaction. (1) The product is: [CH3:9][N:8]([CH3:10])[C:3]1([CH:2]([C:11]2[CH:12]=[CH:13][CH:14]=[CH:15][CH:16]=2)[NH:1][C:50](=[O:51])[C:49]2[C:48]([O:47][CH3:46])=[CH:56][CH:55]=[CH:54][C:53]=2[CH3:57])[CH2:7][CH2:6][CH2:5][CH2:4]1. Given the reactants [NH2:1][CH:2]([C:11]1[CH:16]=[CH:15][CH:14]=[CH:13][CH:12]=1)[C:3]1([N:8]([CH3:10])[CH3:9])[CH2:7][CH2:6][CH2:5][CH2:4]1.ClC1C(C(F)(F)F)=CC=CC=1C(NC(C1(N(C)C)CCCC1)C1C=CC=CC=1)=O.[CH3:46][O:47][C:48]1[CH:56]=[CH:55][CH:54]=[C:53]([CH3:57])[C:49]=1[C:50](O)=[O:51].O.ON1C2C=CC=CC=2N=N1.C1CCC(N=C=NC2CCCCC2)CC1, predict the reaction product. (2) Given the reactants [H-].[Al+3].[Li+].[H-].[H-].[H-].[CH3:7][O:8][C:9]1[C:18]([O:19][CH3:20])=[C:17]([O:21][CH3:22])[CH:16]=[C:15]2[C:10]=1[CH:11]=[CH:12][C:13]([C:23](O)=[O:24])=[CH:14]2.CCOCC.O.O.O.O.O.O.O.O.O.O.S([O-])([O-])(=O)=O.[Na+].[Na+], predict the reaction product. The product is: [OH:24][CH2:23][C:13]1[CH:12]=[CH:11][C:10]2[C:15](=[CH:16][C:17]([O:21][CH3:22])=[C:18]([O:19][CH3:20])[C:9]=2[O:8][CH3:7])[CH:14]=1. (3) Given the reactants [O:1]([CH2:8][O:9][C:10]1[CH:15]=[CH:14][CH:13]=[CH:12][CH:11]=1)[C:2]1[CH:7]=[CH:6][CH:5]=[CH:4][CH:3]=1.[I:16]Cl, predict the reaction product. The product is: [I:16][C:5]1[CH:4]=[CH:3][C:2]([O:1][CH2:8][O:9][C:10]2[CH:11]=[CH:12][CH:13]=[CH:14][CH:15]=2)=[CH:7][CH:6]=1. (4) Given the reactants C1O[C:5]([OH:9])([CH2:7][OH:8])[CH2:4][O:3][C:2]1([OH:12])[CH2:10]O.[C:13]([OH:32])(=O)[CH2:14][CH2:15][CH2:16][CH2:17][CH2:18][CH2:19][CH2:20][CH2:21][CH2:22][CH2:23][CH2:24][CH2:25][CH2:26][CH2:27][CH2:28][CH2:29][CH3:30].Cl.C(N=C=N[CH2:39][CH2:40][CH2:41]N(C)C)C.CO, predict the reaction product. The product is: [C:13]([O:8][CH2:7][CH:5]([CH2:4][O:3][C:2](=[O:12])[CH2:10][CH2:25][CH2:24][CH2:23][CH2:22][CH2:21][CH2:20][CH2:19][CH2:18][CH2:17][CH2:16][CH2:15][CH2:14][CH2:13][CH2:41][CH2:40][CH3:39])[OH:9])(=[O:32])[CH2:14][CH2:15][CH2:16][CH2:17][CH2:18][CH2:19][CH2:20][CH2:21][CH2:22][CH2:23][CH2:24][CH2:25][CH2:26][CH2:27][CH2:28][CH2:29][CH3:30]. (5) Given the reactants [N+]([O-])(O)=O.[N+]([O-])(O)=O.[CH3:9][O:10][C:11]1[CH:12]=[C:13]([NH:23][C:24]([NH2:26])=[NH:25])[CH:14]=[CH:15][C:16]=1[N:17]1[CH:21]=[C:20]([CH3:22])[N:19]=[CH:18]1.CN(C)[CH:29]=[C:30]([CH3:41])[C:31](=O)[CH:32]([C:34]1[CH:39]=[CH:38][CH:37]=[CH:36][CH:35]=1)[CH3:33].C(N(CC)CC)C, predict the reaction product. The product is: [CH3:9][O:10][C:11]1[CH:12]=[C:13]([NH:23][C:24]2[N:26]=[C:31]([CH:32]([C:34]3[CH:35]=[CH:36][CH:37]=[CH:38][CH:39]=3)[CH3:33])[C:30]([CH3:41])=[CH:29][N:25]=2)[CH:14]=[CH:15][C:16]=1[N:17]1[CH:21]=[C:20]([CH3:22])[N:19]=[CH:18]1. (6) Given the reactants Cl[S:2]([CH2:5][CH2:6][CH2:7][N:8]1[C:12](=[O:13])[C:11]2[CH:14]=[CH:15][CH:16]=[CH:17][C:10]=2[C:9]1=[O:18])(=[O:4])=[O:3].C(N(CC)CC)C.[CH3:26][C:27]([CH3:41])([C@@H:30]([O:33][CH2:34][C:35]1[CH:40]=[CH:39][CH:38]=[CH:37][CH:36]=1)[CH:31]=[CH2:32])[CH2:28][OH:29], predict the reaction product. The product is: [O:18]=[C:9]1[C:10]2[CH:17]=[CH:16][CH:15]=[CH:14][C:11]=2[C:12](=[O:13])[N:8]1[CH2:7][CH2:6][CH2:5][S:2]([O:29][CH2:28][C:27]([CH3:41])([CH3:26])[C@@H:30]([O:33][CH2:34][C:35]1[CH:40]=[CH:39][CH:38]=[CH:37][CH:36]=1)[CH:31]=[CH2:32])(=[O:4])=[O:3].